From a dataset of Cav3 T-type calcium channel HTS with 100,875 compounds. Binary Classification. Given a drug SMILES string, predict its activity (active/inactive) in a high-throughput screening assay against a specified biological target. (1) The drug is S\1C(CCCC)C(=O)N(Cc2ccc(OC)cc2)C1=N\N=C/c1ccc(OC)cc1. The result is 0 (inactive). (2) The drug is S(CC(=O)NC(C)(C)C)c1nc(cc(c1C#N)C)C. The result is 0 (inactive). (3) The molecule is S1C(CC(=O)N(CC(=O)NCC2OCCC2)c2c1cccc2)c1occc1. The result is 0 (inactive).